From a dataset of Full USPTO retrosynthesis dataset with 1.9M reactions from patents (1976-2016). Predict the reactants needed to synthesize the given product. (1) Given the product [CH2:1]([O:8][C@@H:9]1[C@@H:13]([CH2:14][O:15][CH2:16][C:17]2[CH:18]=[CH:19][CH:20]=[CH:21][CH:22]=2)[O:12][C@H:11]([O:23][CH3:24])/[C:10]/1=[N:32]\[S:30]([C:27]([CH3:29])([CH3:28])[CH3:26])=[O:31])[C:2]1[CH:7]=[CH:6][CH:5]=[CH:4][CH:3]=1, predict the reactants needed to synthesize it. The reactants are: [CH2:1]([O:8][C@@H:9]1[C@@H:13]([CH2:14][O:15][CH2:16][C:17]2[CH:22]=[CH:21][CH:20]=[CH:19][CH:18]=2)[O:12][C@H:11]([O:23][CH3:24])[C:10]1=O)[C:2]1[CH:7]=[CH:6][CH:5]=[CH:4][CH:3]=1.[CH3:26][C:27]([S:30]([NH2:32])=[O:31])([CH3:29])[CH3:28].[Cl-].[Na+]. (2) The reactants are: [CH3:1][N:2]([CH3:30])[CH:3]1[CH2:8][CH2:7][N:6]([C:9]2[N:14]3[CH:15]=[C:16]([CH2:18][NH:19][C@@H:20]4[C:29]5[N:28]=[CH:27][CH:26]=[CH:25][C:24]=5[CH2:23][CH2:22][CH2:21]4)[N:17]=[C:13]3[CH:12]=[CH:11][CH:10]=2)[CH2:5][CH2:4]1.[CH3:31][C:32]([CH3:34])=O. Given the product [CH3:1][N:2]([CH3:30])[CH:3]1[CH2:8][CH2:7][N:6]([C:9]2[N:14]3[CH:15]=[C:16]([CH2:18][N:19]([CH:32]([CH3:34])[CH3:31])[C@@H:20]4[C:29]5[N:28]=[CH:27][CH:26]=[CH:25][C:24]=5[CH2:23][CH2:22][CH2:21]4)[N:17]=[C:13]3[CH:12]=[CH:11][CH:10]=2)[CH2:5][CH2:4]1, predict the reactants needed to synthesize it. (3) Given the product [O:21]=[C:15]1[CH:14]([N:8]2[C:7](=[O:22])[C:6]3[C:10](=[CH:11][CH:12]=[C:4]([CH2:3][NH:2][C:28]([C:27]4[S:23][C:24]5[CH:34]=[CH:33][CH:32]=[CH:31][C:25]=5[CH:26]=4)=[O:29])[CH:5]=3)[C:9]2=[O:13])[CH2:19][CH2:18][C:17](=[O:20])[NH:16]1, predict the reactants needed to synthesize it. The reactants are: Cl.[NH2:2][CH2:3][C:4]1[CH:5]=[C:6]2[C:10](=[CH:11][CH:12]=1)[C:9](=[O:13])[N:8]([CH:14]1[CH2:19][CH2:18][C:17](=[O:20])[NH:16][C:15]1=[O:21])[C:7]2=[O:22].[S:23]1[C:27]([C:28](Cl)=[O:29])=[CH:26][C:25]2[CH:31]=[CH:32][CH:33]=[CH:34][C:24]1=2.CCN(C(C)C)C(C)C. (4) Given the product [CH:41]1[C:33]2[C:34]3[CH:40]=[CH:39][CH:38]=[CH:37][C:35]=3[O:36][P:30]([O:1][C:2]3[C:7]([O:8][CH3:9])=[CH:6][C:5]([CH3:10])=[CH:4][C:3]=3[C:11]3[C:20]4[C:15](=[CH:16][CH:17]=[CH:18][CH:19]=4)[CH:14]=[CH:13][C:12]=3[O:21][P:30]3[O:31][C:32]4[CH:44]=[CH:43][CH:42]=[CH:41][C:33]=4[C:34]4[CH:35]=[CH:37][CH:38]=[CH:27][C:28]=4[O:36]3)[O:31][C:32]=2[CH:44]=[CH:43][CH:42]=1, predict the reactants needed to synthesize it. The reactants are: [OH:1][C:2]1[C:7]([O:8][CH3:9])=[CH:6][C:5]([CH3:10])=[CH:4][C:3]=1[C:11]1[C:20]2[C:15](=[CH:16][CH:17]=[CH:18][CH:19]=2)[CH:14]=[CH:13][C:12]=1[OH:21].C(N([CH2:27][CH3:28])CC)C.Cl[P:30]1[O:36][C:35]2[CH:37]=[CH:38][CH:39]=[CH:40][C:34]=2[C:33]2[CH:41]=[CH:42][CH:43]=[CH:44][C:32]=2[O:31]1. (5) Given the product [Cl:1][C:2]1[S:6][C:5]([C:7](=[O:9])[CH3:8])=[N:4][CH:3]=1, predict the reactants needed to synthesize it. The reactants are: [Cl:1][C:2]1[S:6][C:5]([C:7](OC)([O:9]C)[CH3:8])=[N:4][CH:3]=1.FC(F)(F)C(O)=O.O. (6) Given the product [F:1][C:2]1[CH:10]=[C:9]2[C:5]([C:6]3([CH2:15][O:14][C:13]4[CH:16]=[C:17]5[C:21](=[CH:22][C:12]3=4)[CH2:20][CH2:19][O:18]5)[C:7](=[O:11])[N:8]2[CH2:32][C@H:31]2[CH2:30][CH2:35][CH2:34][O:33]2)=[CH:4][CH:3]=1, predict the reactants needed to synthesize it. The reactants are: [F:1][C:2]1[CH:10]=[C:9]2[C:5]([C:6]3([CH2:15][O:14][C:13]4[CH:16]=[C:17]5[C:21](=[CH:22][C:12]3=4)[CH2:20][CH2:19][O:18]5)[C:7](=[O:11])[NH:8]2)=[CH:4][CH:3]=1.CC1C2C=[C:30]3[C:35]4(C5C(=CC=CC=5)NC4=O)[CH2:34][O:33][C:31]3=[CH:32]C=2ON=1.CC1C=CC(S(OC[C@H]2CCCO2)(=O)=O)=CC=1.BrCC1OC(C(F)(F)F)=CC=1. (7) Given the product [C:1]([C:5]1[CH:10]=[CH:9][C:8]([S:11]([N:14]([C:15]2[CH:16]=[CH:17][C:18]([CH3:21])=[CH:19][CH:20]=2)[CH2:22][C:23]([N:29]([CH:26]2[CH2:27][CH2:28]2)[CH2:30][C:31]2[CH:36]=[C:35]([Cl:37])[CH:34]=[CH:33][C:32]=2[Cl:38])=[O:25])(=[O:13])=[O:12])=[CH:7][CH:6]=1)([CH3:2])([CH3:4])[CH3:3], predict the reactants needed to synthesize it. The reactants are: [C:1]([C:5]1[CH:10]=[CH:9][C:8]([S:11]([N:14]([CH2:22][C:23]([OH:25])=O)[C:15]2[CH:20]=[CH:19][C:18]([CH3:21])=[CH:17][CH:16]=2)(=[O:13])=[O:12])=[CH:7][CH:6]=1)([CH3:4])([CH3:3])[CH3:2].[CH:26]1([NH:29][CH2:30][C:31]2[CH:36]=[C:35]([Cl:37])[CH:34]=[CH:33][C:32]=2[Cl:38])[CH2:28][CH2:27]1.